Dataset: NCI-60 drug combinations with 297,098 pairs across 59 cell lines. Task: Regression. Given two drug SMILES strings and cell line genomic features, predict the synergy score measuring deviation from expected non-interaction effect. (1) Drug 1: CC1=C2C(C(=O)C3(C(CC4C(C3C(C(C2(C)C)(CC1OC(=O)C(C(C5=CC=CC=C5)NC(=O)OC(C)(C)C)O)O)OC(=O)C6=CC=CC=C6)(CO4)OC(=O)C)OC)C)OC. Drug 2: CC1=C(C=C(C=C1)NC(=O)C2=CC=C(C=C2)CN3CCN(CC3)C)NC4=NC=CC(=N4)C5=CN=CC=C5. Cell line: A498. Synergy scores: CSS=25.3, Synergy_ZIP=-0.550, Synergy_Bliss=-4.09, Synergy_Loewe=-23.9, Synergy_HSA=-6.01. (2) Drug 1: CC1=C(C(CCC1)(C)C)C=CC(=CC=CC(=CC(=O)O)C)C. Drug 2: C(CN)CNCCSP(=O)(O)O. Cell line: OVCAR-8. Synergy scores: CSS=1.12, Synergy_ZIP=-2.01, Synergy_Bliss=-1.53, Synergy_Loewe=-3.18, Synergy_HSA=-3.18. (3) Drug 1: C1=CC(=CC=C1CCCC(=O)O)N(CCCl)CCCl. Drug 2: CC1C(C(CC(O1)OC2CC(OC(C2O)C)OC3=CC4=CC5=C(C(=O)C(C(C5)C(C(=O)C(C(C)O)O)OC)OC6CC(C(C(O6)C)O)OC7CC(C(C(O7)C)O)OC8CC(C(C(O8)C)O)(C)O)C(=C4C(=C3C)O)O)O)O. Cell line: HOP-92. Synergy scores: CSS=39.3, Synergy_ZIP=-2.18, Synergy_Bliss=0.0781, Synergy_Loewe=1.41, Synergy_HSA=1.42. (4) Drug 1: C1=C(C(=O)NC(=O)N1)F. Drug 2: C1C(C(OC1N2C=NC(=NC2=O)N)CO)O. Cell line: T-47D. Synergy scores: CSS=17.3, Synergy_ZIP=-1.62, Synergy_Bliss=-8.72, Synergy_Loewe=-13.0, Synergy_HSA=-12.5. (5) Drug 1: C1=CC(=C2C(=C1NCCNCCO)C(=O)C3=C(C=CC(=C3C2=O)O)O)NCCNCCO. Drug 2: CC1CCC2CC(C(=CC=CC=CC(CC(C(=O)C(C(C(=CC(C(=O)CC(OC(=O)C3CCCCN3C(=O)C(=O)C1(O2)O)C(C)CC4CCC(C(C4)OC)O)C)C)O)OC)C)C)C)OC. Cell line: OVCAR3. Synergy scores: CSS=25.3, Synergy_ZIP=-12.7, Synergy_Bliss=-8.23, Synergy_Loewe=-3.17, Synergy_HSA=-1.92.